This data is from Forward reaction prediction with 1.9M reactions from USPTO patents (1976-2016). The task is: Predict the product of the given reaction. Given the reactants [Cl:1][C:2]1[CH:3]=[C:4]2[C:8](=[CH:9][CH:10]=1)[NH:7][CH:6]=[C:5]2[C:11]([NH2:13])=[O:12].Br[CH2:15][C:16](=O)[C:17]([O:19][CH2:20][CH3:21])=[O:18], predict the reaction product. The product is: [Cl:1][C:2]1[CH:3]=[C:4]2[C:8](=[CH:9][CH:10]=1)[NH:7][CH:6]=[C:5]2[C:11]1[O:12][CH:15]=[C:16]([C:17]([O:19][CH2:20][CH3:21])=[O:18])[N:13]=1.